The task is: Predict the product of the given reaction.. This data is from Forward reaction prediction with 1.9M reactions from USPTO patents (1976-2016). (1) Given the reactants [H-].[Al+3].[Li+].[H-].[H-].[H-].[F:7][C:8]([F:24])([F:23])[C@:9]([NH:13][C@H:14]([C:17]1[CH:22]=[CH:21][CH:20]=[CH:19][CH:18]=1)[CH2:15][OH:16])([CH3:12])[C:10]#[N:11].O.[OH-].[K+], predict the reaction product. The product is: [NH2:11][CH2:10][C@@:9]([NH:13][C@H:14]([C:17]1[CH:18]=[CH:19][CH:20]=[CH:21][CH:22]=1)[CH2:15][OH:16])([CH3:12])[C:8]([F:23])([F:24])[F:7]. (2) Given the reactants [CH-:1]1[CH:5]=[CH:4][CH:3]=[CH:2]1.[Na+].Br[CH2:8][CH2:9][CH2:10][O:11][Si:12]([CH3:15])([CH3:14])[CH3:13].[Cl-].[NH4+], predict the reaction product. The product is: [CH3:13][Si:12]([CH3:15])([CH3:14])[O:11][CH2:10][CH2:9][CH2:8][C:1]1[CH2:5][CH:4]=[CH:3][CH:2]=1. (3) The product is: [N+:1]([C:4]1[CH:34]=[CH:33][CH:32]=[CH:31][C:5]=1[C:6]([NH:8][C:9]1[CH:10]=[CH:11][C:12]2[N:16]=[CH:15][N:14]([CH:17]([C:24]3[CH:25]=[CH:26][CH:27]=[CH:28][CH:29]=3)[CH2:18][C:19]([OH:21])=[O:20])[C:13]=2[CH:30]=1)=[O:7])([O-:3])=[O:2].[NH2:1][C:4]1[CH:34]=[CH:33][CH:32]=[CH:31][C:5]=1[C:6]([NH:8][C:9]1[CH:10]=[CH:11][C:12]2[N:16]=[CH:15][N:14]([CH:17]([C:24]3[CH:25]=[CH:26][CH:27]=[CH:28][CH:29]=3)[CH2:18][C:19]([OH:21])=[O:20])[C:13]=2[CH:30]=1)=[O:7]. Given the reactants [N+:1]([C:4]1[CH:34]=[CH:33][CH:32]=[CH:31][C:5]=1[C:6]([NH:8][C:9]1[CH:10]=[CH:11][C:12]2[N:16]=[CH:15][N:14]([CH:17]([C:24]3[CH:29]=[CH:28][CH:27]=[CH:26][CH:25]=3)[CH2:18][C:19]([O:21]CC)=[O:20])[C:13]=2[CH:30]=1)=[O:7])([O-:3])=[O:2].C([O-])=O.[NH4+], predict the reaction product. (4) Given the reactants [C:1]([O:5][C:6]([N:8]1[CH2:13][CH2:12][CH:11]([CH2:14][C:15]([O:18][CH2:19][CH2:20][CH2:21][O:22][Si](C(C)C)(C(C)C)C(C)C)([CH3:17])[CH3:16])[CH2:10][CH2:9]1)=[O:7])([CH3:4])([CH3:3])[CH3:2].[F-].C([N+](CCCC)(CCCC)CCCC)CCC, predict the reaction product. The product is: [C:1]([O:5][C:6]([N:8]1[CH2:13][CH2:12][CH:11]([CH2:14][C:15]([O:18][CH2:19][CH2:20][CH2:21][OH:22])([CH3:16])[CH3:17])[CH2:10][CH2:9]1)=[O:7])([CH3:4])([CH3:3])[CH3:2]. (5) Given the reactants Cl[C:2]1[N:7]=[C:6]([C:8]([O:10]C)=[O:9])[CH:5]=[CH:4][C:3]=1[O:12][CH2:13][C:14]([OH:17])([CH3:16])[CH3:15].[CH3:18][O-:19].[Na+].O, predict the reaction product. The product is: [OH:17][C:14]([CH3:16])([CH3:15])[CH2:13][O:12][C:3]1[CH:4]=[CH:5][C:6]([C:8]([OH:10])=[O:9])=[N:7][C:2]=1[O:19][CH3:18]. (6) Given the reactants [CH2:1]([O:3][C:4]([C:6]1[C:15](=[O:16])[C:14]2[C:9](=[C:10]([O:33][CH:34]([F:36])[F:35])[C:11]([C:17]3[CH2:32][N:20]4[CH2:21][CH2:22][N:23]([C:25]([O:27][C:28]([CH3:31])([CH3:30])[CH3:29])=[O:26])[CH2:24][CH:19]4[CH:18]=3)=[CH:12][CH:13]=2)[N:8]([CH:37]2[CH2:39][CH2:38]2)[CH:7]=1)=[O:5])[CH3:2], predict the reaction product. The product is: [CH2:1]([O:3][C:4]([C:6]1[C:15](=[O:16])[C:14]2[C:9](=[C:10]([O:33][CH:34]([F:36])[F:35])[C:11]([C:17]3[CH:18]=[C:19]4[CH2:24][N:23]([C:25]([O:27][C:28]([CH3:31])([CH3:29])[CH3:30])=[O:26])[CH2:22][CH2:21][N:20]4[CH:32]=3)=[CH:12][CH:13]=2)[N:8]([CH:37]2[CH2:38][CH2:39]2)[CH:7]=1)=[O:5])[CH3:2]. (7) Given the reactants C[C:2]1(C)[CH:6]2[CH2:7][CH2:8][C:3]1(CS(O)(=O)=O)[C:4](=O)[CH2:5]2.C(O[C:19]([C@H:21]1[C@@H:26]([NH2:27])[C@@H:25]2[CH2:28][C@H:22]1[CH2:23][CH2:24]2)=[O:20])C.C1(CCOS(C2C=CC(C)=CC=2)(=O)=O)CCCC1.C(N(CC)CC)C.[I-].[K+].[CH3:56][S:57]([NH:60][CH2:61][C:62]1[C:70]2[S:69](=[O:72])(=[O:71])[N:68]=[C:67]([CH2:73][C:74](O)=[O:75])[NH:66][C:65]=2[S:64][CH:63]=1)(=[O:59])=[O:58].Cl.CN(C)CCCN=C=NCC, predict the reaction product. The product is: [CH:3]1([CH2:4][CH2:5][N:27]2[C:74](=[O:75])[C:73]([C:67]3[NH:66][C:65]4[S:64][CH:63]=[C:62]([CH2:61][NH:60][S:57]([CH3:56])(=[O:58])=[O:59])[C:70]=4[S:69](=[O:72])(=[O:71])[N:68]=3)=[C:19]([OH:20])[C@H:21]3[C@@H:26]2[C@H:25]2[CH2:28][C@@H:22]3[CH2:23][CH2:24]2)[CH2:2][CH2:6][CH2:7][CH2:8]1.